This data is from Experimentally validated miRNA-target interactions with 360,000+ pairs, plus equal number of negative samples. The task is: Binary Classification. Given a miRNA mature sequence and a target amino acid sequence, predict their likelihood of interaction. (1) The protein sequence of the target gene is MKQRKGQGSGGSRGRKKRGLSDISPSTSLPPLVEGQLRCFLKLTVNRVIWKIAKPPTCVLVRVRWWGETSDGTLFCPRDALQTEPKAVRTTTRYAIRCGPKQFTSYLTDMAVLVLEVITKLDGLPIGRVQINGLAQLSPTHQINGFFTIVSSTSKKLGELQVSLALEPLSETYDSYHPLPTTDMTENVLLSKQGFRENTEPSSTQFQVPSRPRDIHTIKIDGKELAANSSRSTTPRGKDHVCFAENPDTIKDSSFGLQHSLNSGQSLESVTLKGRAPRKQMSLLNSSEFQPQIRTVAKSH.... The miRNA is hsa-miR-4482-3p with sequence UUUCUAUUUCUCAGUGGGGCUC. Result: 0 (no interaction). (2) The miRNA is hsa-miR-26a-1-3p with sequence CCUAUUCUUGGUUACUUGCACG. The protein sequence of the target gene is MSLSFLLLLFFSHLILSAWAHGEKRLAPKGQPGPAATDRNPRGSSSRQSSSSAMSSSSASSSPAASLGSQGSGLEQSSFQWSPSGRRTGSLYCRVGIGFHLQIYPDGKVNGSHEANMLSVLEIFAVSQGIVGIRGVFSNKFLAMSKKGKLHASAKFTDDCKFRERFQENSYNTYASAIHRTEKTGREWYVALNKRGKAKRGCSPRVKPQHISTHFLPRFKQSEQPELSFTVTVPEKKKPPSPIKPKIPLSAPRKNTNSVKYRLKFRFG. Result: 0 (no interaction). (3) The miRNA is hsa-miR-6722-5p with sequence AGGCGCACCCGACCACAUGC. The protein sequence of the target gene is MSPVLHFYVRPSGHEGAAPGHTRRKLQGKLPELQGVETELCYNVNWTAEALPSAEETKKLMWLFGCPLLLDDVARESWLLPGSNDLLLEVGPRLNFSTPTSTNIVSVCRATGLGPVDRVETTRRYRLSFAHPPSAEVEAIALATLHDRMTEQHFPHPIQSFSPESMPEPLNGPINILGEGRLALEKANQELGLALDSWDLDFYTKRFQELQRNPSTVEAFDLAQSNSEHSRHWFFKGQLHVDGQKLVHSLFESIMSTQESSNPNNVLKFCDNSSAIQGKEVRFLRPEDPTRPSRFQQQQG.... Result: 1 (interaction). (4) The miRNA is hsa-miR-3907 with sequence AGGUGCUCCAGGCUGGCUCACA. The protein sequence of the target gene is MPRVYIGRLSYNVREKDIQRFFSGYGRLLEVDLKNGYGFVEFEDSRDADDAVYELNGKELCGERVIVEHARGPRRDRDGYSYGSRSGGGGYSSRRTSGRDKYGPPVRTEYRLIVENLSSRCSWQDLKDFMRQAGEVTYADAHKERTNEGVIEFRSYSDMKRALDKLDGTEINGRNIRLIEDKPRTSHRRSYSGSRSRSRSRRRSRSRSRRSSRSRSRSISKSRSRSRSRSKGRSRSRSKGRKSRSKSKSKPKSDRGSHSHSRSRSKDEYEKSRSRSRSRSPKENGKGDIKSKSRSRSQSR.... Result: 0 (no interaction). (5) The miRNA is hsa-miR-4634 with sequence CGGCGCGACCGGCCCGGGG. The protein sequence of the target gene is MMSLSVRPQRRLLSARVNRSQSFAGVLGSHERGPSLSFRSFPVFSPPGPPRKPPALSRVSRMFSVAHPAAKVPQPERLDLVYTALKRGLTAYLEVHQQEQEKLQGQIRESKRNSRLGFLYDLDKQVKSIERFLRRLEFHASKIDELYEAYCVQRRLRDGAYNMVRAYTTGSPGSREARDSLAEATRGHREYTESMCLLESELEAQLGEFHLRMKGLAGFARLCVGDQYEICMKYGRQRWKLRGRIEGSGKQVWDSEETIFLPLLTEFLSIKVTELKGLANHVVVGSVSCETKDLFAALPQ.... Result: 0 (no interaction).